This data is from Reaction yield outcomes from USPTO patents with 853,638 reactions. The task is: Predict the reaction yield, written as a fraction of the theoretical maximum amount of product (1.0 means a 100% yield; for example, 0.34 means a 34% yield). (1) The reactants are [C:1]([O:5][C:6]([N:8]1[CH2:13][CH2:12][N:11]([C:14]2[CH:19]=[CH:18][CH:17]=[CH:16][C:15]=2[O:20][CH:21]2[CH2:24][N:23](C(C3C=CC=CC=3)C3C=CC=CC=3)[CH2:22]2)[CH2:10][CH2:9]1)=[O:7])([CH3:4])([CH3:3])[CH3:2].C([O-])=O.[NH4+]. The catalyst is [Pd].CO. The product is [C:1]([O:5][C:6]([N:8]1[CH2:13][CH2:12][N:11]([C:14]2[CH:19]=[CH:18][CH:17]=[CH:16][C:15]=2[O:20][CH:21]2[CH2:22][NH:23][CH2:24]2)[CH2:10][CH2:9]1)=[O:7])([CH3:4])([CH3:2])[CH3:3]. The yield is 0.600. (2) The reactants are [CH2:1]([O:3][C:4]1[CH:5]=[C:6]([CH:9]=[CH:10][C:11]=1[O:12][CH3:13])[CH:7]=O)[CH3:2].[C:14]([NH:22][OH:23])([CH2:17][C:18]([CH3:21])([CH3:20])[CH3:19])([CH3:16])[CH3:15].Cl. The catalyst is CO. The product is [CH2:1]([O:3][C:4]1[CH:5]=[C:6]([CH:7]=[N+:22]([C:14]([CH2:17][C:18]([CH3:21])([CH3:20])[CH3:19])([CH3:16])[CH3:15])[O-:23])[CH:9]=[CH:10][C:11]=1[O:12][CH3:13])[CH3:2]. The yield is 0.600.